From a dataset of Forward reaction prediction with 1.9M reactions from USPTO patents (1976-2016). Predict the product of the given reaction. (1) Given the reactants [O:1]=[C:2]1[C:11]2[C:6](=[CH:7][CH:8]=[CH:9][CH:10]=2)[N:5]=[C:4]([C:12]([NH:14][CH2:15][C:16]2[CH:21]=[CH:20][CH:19]=[C:18]([O:22][CH2:23][CH2:24][CH2:25][O:26][C:27]3[N:31]=[CH:30][N:29](C(C4C=CC=CC=4)(C4C=CC=CC=4)C4C=CC=CC=4)[N:28]=3)[CH:17]=2)=[O:13])[NH:3]1.FC(F)(F)C(O)=O.C([SiH](CC)CC)C, predict the reaction product. The product is: [O:1]=[C:2]1[C:11]2[C:6](=[CH:7][CH:8]=[CH:9][CH:10]=2)[N:5]=[C:4]([C:12]([NH:14][CH2:15][C:16]2[CH:21]=[CH:20][CH:19]=[C:18]([O:22][CH2:23][CH2:24][CH2:25][O:26][C:27]3[N:31]=[CH:30][NH:29][N:28]=3)[CH:17]=2)=[O:13])[NH:3]1. (2) Given the reactants [N+:1]([C:4]1[CH:5]=[N:6][CH:7]=[CH:8][C:9]=1[C:10]1[O:15][C@H:14]([C:16]#[N:17])[C@@H:13]([O:18][Si:19]([CH:26]([CH3:28])[CH3:27])([CH:23]([CH3:25])[CH3:24])[CH:20]([CH3:22])[CH3:21])[C@H:12]([O:29][Si:30]([CH:37]([CH3:39])[CH3:38])([CH:34]([CH3:36])[CH3:35])[CH:31]([CH3:33])[CH3:32])[CH:11]=1)([O-])=O, predict the reaction product. The product is: [NH2:1][C:4]1[CH:5]=[N:6][CH:7]=[CH:8][C:9]=1[C@@H:10]1[O:15][C@H:14]([C:16]#[N:17])[C@@H:13]([O:18][Si:19]([CH:23]([CH3:24])[CH3:25])([CH:20]([CH3:21])[CH3:22])[CH:26]([CH3:27])[CH3:28])[C@H:12]([O:29][Si:30]([CH:37]([CH3:39])[CH3:38])([CH:31]([CH3:33])[CH3:32])[CH:34]([CH3:36])[CH3:35])[CH2:11]1. (3) Given the reactants Cl[C:2]1[C:11]2[CH2:10][CH2:9][N:8]3[C:12](=[O:18])[CH2:13][NH:14][C:15](=[O:17])[CH2:16][CH:7]3[C:6]=2[N:5]=[CH:4][CH:3]=1.[F:19][C:20]1[CH:25]=[CH:24][C:23]([Sn](CCCC)(CCCC)CCCC)=[CH:22][N:21]=1.O1CCOCC1, predict the reaction product. The product is: [F:19][C:20]1[N:21]=[CH:22][C:23]([C:2]2[C:11]3[CH2:10][CH2:9][N:8]4[C:12](=[O:18])[CH2:13][NH:14][C:15](=[O:17])[CH2:16][CH:7]4[C:6]=3[N:5]=[CH:4][CH:3]=2)=[CH:24][CH:25]=1. (4) Given the reactants C([O:3][C:4](=O)[CH2:5][CH:6]1[CH2:11][CH2:10][N:9]([CH3:12])[CH2:8][CH2:7]1)C.[NH2:14][NH2:15], predict the reaction product. The product is: [CH3:12][N:9]1[CH2:10][CH2:11][CH:6]([CH2:5][C:4]([NH:14][NH2:15])=[O:3])[CH2:7][CH2:8]1.